This data is from Catalyst prediction with 721,799 reactions and 888 catalyst types from USPTO. The task is: Predict which catalyst facilitates the given reaction. (1) Reactant: [Br:1][C:2]1[CH:10]=[C:9]2[C:5]([C:6]([I:11])=[N:7][NH:8]2)=[CH:4][CH:3]=1.C(Cl)Cl.[Cl:15][C:16]1[CH:24]=[CH:23][CH:22]=[C:21]([C:25]([F:28])([F:27])[F:26])[C:17]=1[C:18](Cl)=[O:19]. Product: [Br:1][C:2]1[CH:10]=[C:9]2[C:5]([C:6]([I:11])=[N:7][N:8]2[C:18]([C:17]2[C:21]([C:25]([F:26])([F:27])[F:28])=[CH:22][CH:23]=[CH:24][C:16]=2[Cl:15])=[O:19])=[CH:4][CH:3]=1. The catalyst class is: 850. (2) Reactant: [N:1]1([C:5]([C:7]2[N:8]([CH3:15])[N:9]=[CH:10][C:11]=2[N+:12]([O-])=O)=[O:6])[CH2:4][CH2:3][CH2:2]1. Product: [NH2:12][C:11]1[CH:10]=[N:9][N:8]([CH3:15])[C:7]=1[C:5]([N:1]1[CH2:4][CH2:3][CH2:2]1)=[O:6]. The catalyst class is: 29. (3) Reactant: CN([CH:4]=[O:5])C.O=P(Cl)(Cl)Cl.[CH:11]1([C:14]2[N:18]=[C:17]([C:19]3[NH:20][C:21]4[C:26]([CH:27]=3)=[CH:25][C:24]([O:28][CH3:29])=[CH:23][CH:22]=4)[O:16][N:15]=2)[CH2:13][CH2:12]1.[OH-].[Na+]. Product: [CH:11]1([C:14]2[N:18]=[C:17]([C:19]3[NH:20][C:21]4[C:26]([C:27]=3[CH:4]=[O:5])=[CH:25][C:24]([O:28][CH3:29])=[CH:23][CH:22]=4)[O:16][N:15]=2)[CH2:13][CH2:12]1. The catalyst class is: 34. (4) Reactant: [CH3:1][O:2][C:3]([C:5]1[CH:10]=[CH:9][C:8](B(O)O)=[CH:7][CH:6]=1)=[O:4].Br[C:15]1[CH:16]=[CH:17][C:18]([C:21]#[N:22])=[N:19][CH:20]=1.C(=O)([O-])[O-].[K+].[K+]. Product: [C:21]([C:18]1[N:19]=[CH:20][C:15]([C:8]2[CH:9]=[CH:10][C:5]([C:3]([O:2][CH3:1])=[O:4])=[CH:6][CH:7]=2)=[CH:16][CH:17]=1)#[N:22]. The catalyst class is: 249. (5) Reactant: [F:1][C:2]1[CH:3]=[C:4]([CH:21]=[CH:22][C:23]=1[C:24]1[CH:29]=[CH:28][N:27]=[C:26]([CH3:30])[CH:25]=1)[CH2:5][NH:6][C:7](=[O:20])[C:8]1[CH:13]=[CH:12][C:11]([N:14]2[CH2:19][CH2:18][NH:17][CH2:16][CH2:15]2)=[N:10][CH:9]=1.CCN(C(C)C)C(C)C.[C:40](Cl)(=[O:42])[CH3:41]. Product: [C:40]([N:17]1[CH2:18][CH2:19][N:14]([C:11]2[CH:12]=[CH:13][C:8]([C:7]([NH:6][CH2:5][C:4]3[CH:21]=[CH:22][C:23]([C:24]4[CH:29]=[CH:28][N:27]=[C:26]([CH3:30])[CH:25]=4)=[C:2]([F:1])[CH:3]=3)=[O:20])=[CH:9][N:10]=2)[CH2:15][CH2:16]1)(=[O:42])[CH3:41]. The catalyst class is: 96. (6) The catalyst class is: 6. Product: [C:7]([C:11]1[O:15][N:14]=[C:13]([NH:16][C:17]([C@@H:19]2[CH2:23][C@@H:22]([OH:24])[CH2:21][N:20]2[C:25]2[CH:30]=[CH:29][N:28]=[C:27]([N:1]3[CH2:6][CH2:5][O:4][CH2:3][CH2:2]3)[N:26]=2)=[O:18])[CH:12]=1)([CH3:10])([CH3:8])[CH3:9]. Reactant: [NH:1]1[CH2:6][CH2:5][O:4][CH2:3][CH2:2]1.[C:7]([C:11]1[O:15][N:14]=[C:13]([NH:16][C:17]([C@@H:19]2[CH2:23][C@@H:22]([OH:24])[CH2:21][N:20]2[C:25]2[CH:30]=[CH:29][N:28]=[C:27](Cl)[N:26]=2)=[O:18])[CH:12]=1)([CH3:10])([CH3:9])[CH3:8].C(N(C(C)C)CC)(C)C.